This data is from Catalyst prediction with 721,799 reactions and 888 catalyst types from USPTO. The task is: Predict which catalyst facilitates the given reaction. Reactant: [CH3:1][C:2]1[CH:3]=[N:4][C:5]([CH2:11][S+:12]([O-:24])[C:13]2[NH:14][C:15]3[CH:16]=[CH:17][C:18]([O:22][CH3:23])=[CH:19][C:20]=3[N:21]=2)=[C:6]([CH3:10])[C:7]=1[O:8][CH3:9].C[O-].[Na+:27].CO. Product: [CH3:1][C:2]1[CH:3]=[N:4][C:5]([CH2:11][S+:12]([O-:24])[C:13]2[N-:14][C:15]3[CH:16]=[CH:17][C:18]([O:22][CH3:23])=[CH:19][C:20]=3[N:21]=2)=[C:6]([CH3:10])[C:7]=1[O:8][CH3:9].[Na+:27]. The catalyst class is: 311.